This data is from Forward reaction prediction with 1.9M reactions from USPTO patents (1976-2016). The task is: Predict the product of the given reaction. Given the reactants [Cl:1][CH:2]([Cl:12])[C:3]1[CH:8]=[CH:7][C:6](C(Cl)Cl)=[CH:5][CH:4]=1.CC1C=CC(C=O)=CC=1.P(Cl)(Cl)(Cl)(Cl)Cl, predict the reaction product. The product is: [Cl:1][CH:2]([Cl:12])[C:3]1[CH:8]=[CH:7][CH:6]=[CH:5][CH:4]=1.